This data is from Full USPTO retrosynthesis dataset with 1.9M reactions from patents (1976-2016). The task is: Predict the reactants needed to synthesize the given product. Given the product [F:1][C:2]1[C:3]2[S:10][NH:6][C:5](=[O:11])[C:4]=2[CH:7]=[CH:8][CH:9]=1, predict the reactants needed to synthesize it. The reactants are: [F:1][C:2]1[C:3]([SH:10])=[C:4]([CH:7]=[CH:8][CH:9]=1)[C:5]#[N:6].[OH:11]S(O)(=O)=O.C([O-])(O)=O.[Na+].